From a dataset of Cav3 T-type calcium channel HTS with 100,875 compounds. Binary Classification. Given a drug SMILES string, predict its activity (active/inactive) in a high-throughput screening assay against a specified biological target. (1) The drug is Fc1c(NC(=O)/C=C\C(O)=O)ccc(F)c1. The result is 0 (inactive). (2) The drug is S(c1n2c(nn1)cccc2)CC(=O)Nc1nc(sn1)c1ccc(OC)cc1. The result is 0 (inactive). (3) The drug is O1C(OCCCCO)CC(C2CCCCC2)C=C1C(=O)N1CCOCC1. The result is 0 (inactive). (4) The result is 0 (inactive). The drug is O=C(NCC(N(C)C)c1cccnc1)c1c(OC)cccc1. (5) The drug is o1c2c(n(c(c2)C(OC)=O)CC(=O)Nc2cc(OC)cc(OC)c2)cc1. The result is 0 (inactive). (6) The drug is O1CCN(CC1)C(Oc1ccc(c2ccccc2)cc1)=O. The result is 0 (inactive). (7) The molecule is O=C1N(CCCC)C(=O)NC(=O)C21Cc1c(N(C2)C)ccc(c1)C. The result is 0 (inactive). (8) The molecule is s1c2c(n(c(C(=O)N3CCC(CC3)C(=O)NCCCN(CC)CC)c2)Cc2ccc(F)cc2)cc1. The result is 0 (inactive). (9) The molecule is Clc1ccc(C(=O)c2sc(nc2c2ccccc2)NC(OC)=O)cc1. The result is 0 (inactive).